Dataset: Reaction yield outcomes from USPTO patents with 853,638 reactions. Task: Predict the reaction yield, written as a fraction of the theoretical maximum amount of product (1.0 means a 100% yield; for example, 0.34 means a 34% yield). The reactants are Cl[C:2]1[C:11]2[C:6](=[CH:7][CH:8]=[C:9]([Cl:12])[CH:10]=2)[N:5]=[CH:4][C:3]=1[N+:13]([O-:15])=[O:14].[CH3:16][NH2:17]. The catalyst is C1COCC1. The product is [Cl:12][C:9]1[CH:10]=[C:11]2[C:6](=[CH:7][CH:8]=1)[N:5]=[CH:4][C:3]([N+:13]([O-:15])=[O:14])=[C:2]2[NH:17][CH3:16]. The yield is 0.910.